From a dataset of Peptide-MHC class I binding affinity with 185,985 pairs from IEDB/IMGT. Regression. Given a peptide amino acid sequence and an MHC pseudo amino acid sequence, predict their binding affinity value. This is MHC class I binding data. (1) The binding affinity (normalized) is 0. The peptide sequence is KLVDFRELNK. The MHC is HLA-B18:01 with pseudo-sequence HLA-B18:01. (2) The peptide sequence is DLTALLSCIR. The MHC is HLA-A68:01 with pseudo-sequence HLA-A68:01. The binding affinity (normalized) is 0.779. (3) The peptide sequence is QEEHKETWHY. The MHC is HLA-B44:02 with pseudo-sequence HLA-B44:02. The binding affinity (normalized) is 0.396. (4) The peptide sequence is KNNFWFWEY. The MHC is HLA-A02:16 with pseudo-sequence HLA-A02:16. The binding affinity (normalized) is 0.0847. (5) The peptide sequence is KSYETEYPK. The MHC is HLA-A11:01 with pseudo-sequence HLA-A11:01. The binding affinity (normalized) is 0.809. (6) The peptide sequence is KALGPAATL. The MHC is HLA-B58:01 with pseudo-sequence HLA-B58:01. The binding affinity (normalized) is 0.486. (7) The peptide sequence is MVTHLLAEM. The MHC is HLA-B35:01 with pseudo-sequence HLA-B35:01. The binding affinity (normalized) is 0.578.